From a dataset of Full USPTO retrosynthesis dataset with 1.9M reactions from patents (1976-2016). Predict the reactants needed to synthesize the given product. (1) Given the product [CH2:21]([O:16][C:15]([CH2:14][CH2:13][CH2:12][CH2:11][CH2:10][CH2:9][CH2:8][CH2:7][CH2:6][CH2:5][CH2:4][CH2:3][CH2:2][CH2:1][C:18]([O:20][CH2:39][C:29]1[CH:34]=[CH:33][CH:32]=[CH:31][CH:30]=1)=[O:19])=[O:17])[C:22]1[CH:27]=[CH:26][CH:25]=[CH:24][CH:23]=1, predict the reactants needed to synthesize it. The reactants are: [CH2:1]([C:18]([OH:20])=[O:19])[CH2:2][CH2:3][CH2:4][CH2:5][CH2:6][CH2:7][CH2:8][CH2:9][CH2:10][CH2:11][CH2:12][CH2:13][CH2:14][C:15]([OH:17])=[O:16].[CH2:21](O)[C:22]1[CH:27]=[CH:26][CH:25]=[CH:24][CH:23]=1.[C:29]1([CH3:39])[CH:34]=[CH:33][C:32](S(O)(=O)=O)=[CH:31][CH:30]=1. (2) Given the product [NH2:10][C:3]1[CH:4]=[C:5]([CH:8]=[CH:9][C:2]=1[NH2:1])[C:6]#[N:7], predict the reactants needed to synthesize it. The reactants are: [NH2:1][C:2]1[CH:9]=[CH:8][C:5]([C:6]#[N:7])=[CH:4][C:3]=1[N+:10]([O-])=O. (3) Given the product [C:17]([N:21]1[C:25](=[O:26])[C:24]([NH:2][CH2:3][CH2:4][CH2:5][C:6]([O:8][C:9]2[C:14]([CH3:15])=[CH:13][CH:12]=[CH:11][C:10]=2[CH3:16])=[O:7])=[C:23]([C:28]2[CH:33]=[CH:32][CH:31]=[CH:30][CH:29]=2)[S:22]1(=[O:34])=[O:35])([CH3:20])([CH3:18])[CH3:19], predict the reactants needed to synthesize it. The reactants are: Cl.[NH2:2][CH2:3][CH2:4][CH2:5][C:6]([O:8][C:9]1[C:14]([CH3:15])=[CH:13][CH:12]=[CH:11][C:10]=1[CH3:16])=[O:7].[C:17]([N:21]1[C:25](=[O:26])[C:24](Cl)=[C:23]([C:28]2[CH:33]=[CH:32][CH:31]=[CH:30][CH:29]=2)[S:22]1(=[O:35])=[O:34])([CH3:20])([CH3:19])[CH3:18].C(OCC)C. (4) Given the product [CH2:21]([O:20][C:18]([CH:15]1[CH2:16][CH2:17][N:12]([C:7]2[CH:6]=[CH:5][C:4]3[C:9](=[CH:10][CH:11]=[C:2]([Cl:1])[C:3]=3[C:23]([NH:35][CH2:34][CH2:33][C:28]3[CH:29]=[CH:30][CH:31]=[CH:32][C:27]=3[Cl:26])=[O:25])[N:8]=2)[CH2:13][CH2:14]1)=[O:19])[CH3:22], predict the reactants needed to synthesize it. The reactants are: [Cl:1][C:2]1[CH:11]=[CH:10][C:9]2[N:8]=[C:7]([N:12]3[CH2:17][CH2:16][CH:15]([C:18]([O:20][CH2:21][CH3:22])=[O:19])[CH2:14][CH2:13]3)[CH:6]=[CH:5][C:4]=2[C:3]=1[C:23]([OH:25])=O.[Cl:26][C:27]1[CH:32]=[CH:31][CH:30]=[CH:29][C:28]=1[CH2:33][CH2:34][NH2:35]. (5) Given the product [C:7]([O-:26])(=[O:25])[CH2:8][CH2:9][CH2:10][CH2:11][CH2:12][CH2:13][CH2:14][CH2:15][CH2:16][CH2:17][CH2:18][CH2:19][CH2:20][CH2:21][CH2:22][CH2:23][CH3:24].[Zn+2:6].[C:7]([O-:26])(=[O:25])[CH2:8][CH2:9][CH2:10][CH2:11][CH2:12][CH2:13][CH2:14][CH2:15][CH2:16][CH2:17][CH2:18][CH2:19][CH2:20][CH2:21][CH2:22][CH2:23][CH3:24], predict the reactants needed to synthesize it. The reactants are: S([O-])([O-])(=O)=O.[Zn+2:6].[C:7]([O-:26])(=[O:25])[CH2:8][CH2:9][CH2:10][CH2:11][CH2:12][CH2:13][CH2:14][CH2:15][CH2:16][CH2:17][CH2:18][CH2:19][CH2:20][CH2:21][CH2:22][CH2:23][CH3:24].[K+].[OH-].[Zn+2].[OH-]. (6) Given the product [F:51][C:50]([F:53])([F:52])[C:30]1[CH:29]=[CH:28][C:3]([C:4]([NH:6][C:7]2[CH:12]=[CH:11][C:10]([C:13]3[S:17][C:16]([CH2:18][CH2:19][NH:20][S:21]([C:24]([F:27])([F:26])[F:25])(=[O:23])=[O:22])=[N:15][CH:14]=3)=[CH:9][CH:8]=2)=[O:5])=[CH:2][CH:31]=1, predict the reactants needed to synthesize it. The reactants are: Cl[C:2]1[CH:31]=[CH:30][CH:29]=[CH:28][C:3]=1[C:4]([NH:6][C:7]1[CH:12]=[CH:11][C:10]([C:13]2[S:17][C:16]([CH2:18][CH2:19][NH:20][S:21]([C:24]([F:27])([F:26])[F:25])(=[O:23])=[O:22])=[N:15][CH:14]=2)=[CH:9][CH:8]=1)=[O:5].NC1C=CC(C2SC(CCNS([C:50]([F:53])([F:52])[F:51])(=O)=O)=NC=2)=CC=1.FC(F)(F)C1C=CC(C(Cl)=O)=CC=1. (7) Given the product [C:26]([O:25][C:23](=[O:24])[NH:30][CH2:31][CH2:32][CH2:33][C:34]([NH:1][C:2]1[N:7]=[C:6](/[C:8](/[C:9]#[N:10])=[C:11]2\[NH:12][C:13]3[CH:21]=[CH:20][CH:19]=[CH:18][C:14]=3[N:15]\2[CH2:16][CH3:17])[C:5]([CH3:22])=[CH:4][N:3]=1)=[O:35])([CH3:29])([CH3:27])[CH3:28], predict the reactants needed to synthesize it. The reactants are: [NH2:1][C:2]1[N:7]=[C:6](/[C:8](=[C:11]2\[NH:12][C:13]3[CH:21]=[CH:20][CH:19]=[CH:18][C:14]=3[N:15]\2[CH2:16][CH3:17])/[C:9]#[N:10])[C:5]([CH3:22])=[CH:4][N:3]=1.[C:23]([NH:30][CH2:31][CH2:32][CH2:33][C:34](O)=[O:35])([O:25][C:26]([CH3:29])([CH3:28])[CH3:27])=[O:24]. (8) Given the product [Cl:21][C:22]1[N:23]=[C:24]([C:29]([NH:1][C@H:2]2[CH2:7][CH2:6][N:5]([C:8]([O:10][C:11]([CH3:12])([CH3:13])[CH3:14])=[O:9])[CH2:4][C@H:3]2[O:15][CH2:16][C:17]([F:20])([F:19])[CH3:18])=[O:30])[NH:25][C:26]=1[CH2:27][CH3:28], predict the reactants needed to synthesize it. The reactants are: [NH2:1][C@H:2]1[CH2:7][CH2:6][N:5]([C:8]([O:10][C:11]([CH3:14])([CH3:13])[CH3:12])=[O:9])[CH2:4][C@H:3]1[O:15][CH2:16][C:17]([F:20])([F:19])[CH3:18].[Cl:21][C:22]1[N:23]=[C:24]([C:29](O)=[O:30])[NH:25][C:26]=1[CH2:27][CH3:28].CCN=C=NCCCN(C)C.Cl.C1C=CC2N(O)N=NC=2C=1. (9) Given the product [Br:1][C:2]1[CH:3]=[N:12][C:11]2[C:13]([CH:5]=1)=[CH:14][CH:15]=[C:9]([O:8][CH3:7])[CH:10]=2, predict the reactants needed to synthesize it. The reactants are: [Br:1][CH:2]([CH:5]=O)[CH:3]=O.[CH3:7][O:8][C:9]1[CH:10]=[C:11]([CH:13]=[CH:14][CH:15]=1)[NH2:12].Cl.